Dataset: Catalyst prediction with 721,799 reactions and 888 catalyst types from USPTO. Task: Predict which catalyst facilitates the given reaction. Reactant: [NH2:1][C:2]1[N:7]=[C:6]([SH:8])[N:5]=[C:4]([OH:9])[C:3]=1[CH2:10][C:11]1([CH2:16][CH3:17])OCCO1.C1COCC1.Cl.N1C=CC=NC=1. Product: [CH2:16]([C:11]1[NH:1][C:2]2[N:7]=[C:6]([SH:8])[N:5]=[C:4]([OH:9])[C:3]=2[CH:10]=1)[CH3:17]. The catalyst class is: 6.